Regression. Given a peptide amino acid sequence and an MHC pseudo amino acid sequence, predict their binding affinity value. This is MHC class II binding data. From a dataset of Peptide-MHC class II binding affinity with 134,281 pairs from IEDB. (1) The peptide sequence is GELQNVDKIDAAFKI. The MHC is DRB5_0101 with pseudo-sequence DRB5_0101. The binding affinity (normalized) is 0.670. (2) The peptide sequence is IKKYFAATQFEPLAA. The MHC is HLA-DQA10101-DQB10501 with pseudo-sequence HLA-DQA10101-DQB10501. The binding affinity (normalized) is 0.470. (3) The peptide sequence is CGSTDEYCSPDHNCQ. The MHC is DRB1_0405 with pseudo-sequence DRB1_0405. The binding affinity (normalized) is 0. (4) The peptide sequence is APGDSPNTDGIHIGD. The MHC is HLA-DQA10401-DQB10402 with pseudo-sequence HLA-DQA10401-DQB10402. The binding affinity (normalized) is 0. (5) The peptide sequence is WCCRSCTMPPVSFHG. The MHC is HLA-DQA10102-DQB10501 with pseudo-sequence HLA-DQA10102-DQB10501. The binding affinity (normalized) is 0.526.